Predict the reactants needed to synthesize the given product. From a dataset of Full USPTO retrosynthesis dataset with 1.9M reactions from patents (1976-2016). (1) Given the product [NH2:3][C:8]1[CH:13]=[C:12]([CH3:14])[C:11]([O:15][CH2:16][C:17]2[CH:22]=[CH:21][CH:20]=[CH:19][CH:18]=2)=[C:10]([CH2:23][CH2:24][CH2:25][CH2:26][CH2:27][CH2:28][CH2:29][CH2:30][CH2:31][CH2:32][O:33][CH2:34][C:35]2[CH:36]=[CH:37][CH:38]=[CH:39][CH:40]=2)[N:9]=1, predict the reactants needed to synthesize it. The reactants are: CC1[N:3]([C:8]2[CH:13]=[C:12]([CH3:14])[C:11]([O:15][CH2:16][C:17]3[CH:22]=[CH:21][CH:20]=[CH:19][CH:18]=3)=[C:10]([CH2:23][CH2:24][CH2:25][CH2:26][CH2:27][CH2:28][CH2:29][CH2:30][CH2:31][CH2:32][O:33][CH2:34][C:35]3[CH:40]=[CH:39][CH:38]=[CH:37][CH:36]=3)[N:9]=2)C(C)=CC=1.Cl.NO.C(N(CC)CC)C.C([O-])(O)=O.[Na+]. (2) Given the product [C:1]([O:5][C:6]([N:8]1[CH2:13][CH2:12][CH:11]([NH:42][CH2:35][C:36]2[CH:41]=[CH:40][CH:39]=[CH:38][CH:37]=2)[CH:10]([F:15])[CH2:9]1)=[O:7])([CH3:4])([CH3:3])[CH3:2], predict the reactants needed to synthesize it. The reactants are: [C:1]([O:5][C:6]([N:8]1[CH2:13][CH2:12][C:11](=O)[CH:10]([F:15])[CH2:9]1)=[O:7])([CH3:4])([CH3:3])[CH3:2].C(O[BH-](OC(=O)C)OC(=O)C)(=O)C.[Na+].C(=O)([O-])O.[Na+].[CH2:35]([NH2:42])[C:36]1[CH:41]=[CH:40][CH:39]=[CH:38][CH:37]=1. (3) Given the product [C:1]([O:5][C:6]([N:8]1[CH2:11][C:10]([C@@H:13]([C:15]2[CH:16]=[C:17]3[C:26](=[CH:27][C:28]=2[C:32]([CH3:34])=[CH2:33])[O:25][CH2:24][C:23]2[N:18]3[C@H:19]([CH3:31])[C:20](=[O:30])[NH:21][N:22]=2)[CH3:14])([CH3:12])[CH2:9]1)=[O:7])([CH3:4])([CH3:3])[CH3:2], predict the reactants needed to synthesize it. The reactants are: [C:1]([O:5][C:6]([N:8]1[CH2:11][C:10]([C@H:13]([C:15]2[CH:16]=[C:17]3[C:26](=[CH:27][C:28]=2Br)[O:25][CH2:24][C:23]2[N:18]3[C@H:19]([CH3:31])[C:20](=[O:30])[NH:21][N:22]=2)[CH3:14])([CH3:12])[CH2:9]1)=[O:7])([CH3:4])([CH3:3])[CH3:2].[C:32](B1OC(C)(C)C(C)(C)O1)([CH3:34])=[CH2:33].C([O-])([O-])=O.[Na+].[Na+]. (4) Given the product [Br:1][C:2]1[CH:3]=[C:4]2[C:8](=[CH:9][CH:10]=1)[C:7]([O:11][Si:15]([CH3:18])([CH3:17])[CH3:16])([C:13]#[N:14])[CH2:6][CH2:5]2, predict the reactants needed to synthesize it. The reactants are: [Br:1][C:2]1[CH:3]=[C:4]2[C:8](=[CH:9][CH:10]=1)[C:7](=[O:11])[CH2:6][CH2:5]2.C[C:13]#[N:14].[Si:15](C#N)([CH3:18])([CH3:17])[CH3:16]. (5) The reactants are: C(OC(=O)[NH:7][CH:8]1[CH2:13][CH2:12][C:11](=O)[CH2:10][CH2:9]1)(C)(C)C.Cl.[C:17]([C:19]1[CH:24]=[CH:23][C:22]([NH:25]N)=[CH:21][CH:20]=1)#[N:18]. Given the product [NH2:7][CH:8]1[CH2:13][CH2:12][C:11]2[NH:25][C:22]3[CH:23]=[CH:24][C:19]([C:17]#[N:18])=[CH:20][C:21]=3[C:10]=2[CH2:9]1, predict the reactants needed to synthesize it. (6) Given the product [Br:19][C:4]1[C:5]([C:8]2[CH:13]=[CH:12][C:11]([CH3:14])=[CH:10][CH:9]=2)=[C:6]([CH3:7])[N:2]([CH3:1])[C:3]=1[C:15](=[O:18])[CH2:16][CH3:17], predict the reactants needed to synthesize it. The reactants are: [CH3:1][N:2]1[C:6]([CH3:7])=[C:5]([C:8]2[CH:13]=[CH:12][C:11]([CH3:14])=[CH:10][CH:9]=2)[CH:4]=[C:3]1[C:15](=[O:18])[CH2:16][CH3:17].[Br:19]N1C(=O)CCC1=O. (7) Given the product [Cl:28][C:15]1[CH:14]=[N:13][C:12]2[NH:11][C:7]3[CH:8]=[CH:9][CH:10]=[C:5]([CH:6]=3)[CH2:4][CH2:3][CH2:2][O:27][C:23]3[CH:22]=[C:21]([CH2:20][CH2:19][NH:18][C:16]=1[N:17]=2)[CH:26]=[CH:25][CH:24]=3, predict the reactants needed to synthesize it. The reactants are: Br[CH2:2][CH2:3][CH2:4][C:5]1[CH:6]=[C:7]([NH:11][C:12]2[N:17]=[C:16]([NH:18][CH2:19][CH2:20][C:21]3[CH:22]=[C:23]([OH:27])[CH:24]=[CH:25][CH:26]=3)[C:15]([Cl:28])=[CH:14][N:13]=2)[CH:8]=[CH:9][CH:10]=1.[OH-].[Na+].Cl. (8) Given the product [CH3:31][CH2:32][C:33]1[C:42]2[CH2:43][N:44]3[C:49](=[O:50])[C:48]4[CH2:51][O:52][C:53]([C@:55]([OH:58])([CH2:56][CH3:57])[C:47]=4[CH:46]=[C:45]3[C:41]=2[N:40]=[C:39]2[C:34]=1[CH:35]=[C:36]([O:59][C:60]([N:62]1[CH2:63][CH2:64][CH:65]([N:68]3[CH2:73][CH2:72][CH2:71][CH2:70][CH2:69]3)[CH2:66][CH2:67]1)=[O:61])[CH:37]=[CH:38]2)=[O:54].[CH3:1][N:2]1[CH2:7][CH2:6][CH:5]([CH2:8][O:9][C:10]2[CH:11]=[C:12]3[N:21]=[CH:20][N:19]=[C:18]([NH:22][C:23]4[CH:24]=[CH:25][C:26]([Br:30])=[CH:27][C:28]=4[F:29])[C:13]3=[CH:14][C:15]=2[O:16][CH3:17])[CH2:4][CH2:3]1, predict the reactants needed to synthesize it. The reactants are: [CH3:1][N:2]1[CH2:7][CH2:6][CH:5]([CH2:8][O:9][C:10]2[CH:11]=[C:12]3[N:21]=[CH:20][N:19]=[C:18]([NH:22][C:23]4[CH:24]=[CH:25][C:26]([Br:30])=[CH:27][C:28]=4[F:29])[C:13]3=[CH:14][C:15]=2[O:16][CH3:17])[CH2:4][CH2:3]1.[CH3:31][CH2:32][C:33]1[C:42]2[CH2:43][N:44]3[C:49](=[O:50])[C:48]4[CH2:51][O:52][C:53]([C@:55]([OH:58])([CH2:56][CH3:57])[C:47]=4[CH:46]=[C:45]3[C:41]=2[N:40]=[C:39]2[C:34]=1[CH:35]=[C:36]([O:59][C:60]([N:62]1[CH2:67][CH2:66][CH:65]([N:68]3[CH2:73][CH2:72][CH2:71][CH2:70][CH2:69]3)[CH2:64][CH2:63]1)=[O:61])[CH:37]=[CH:38]2)=[O:54]. (9) Given the product [OH:27][CH2:28][C:29]1[N:34]=[CH:33][C:32]([C:2]2[C:3]([N:22]3[CH2:26][CH2:25][CH2:24][CH2:23]3)=[N:4][CH:5]=[C:6]([C:7]([NH:9][C:10]3[CH:15]=[CH:14][C:13]([O:16][C:17]([F:20])([F:19])[F:18])=[CH:12][CH:11]=3)=[O:8])[CH:21]=2)=[CH:31][CH:30]=1, predict the reactants needed to synthesize it. The reactants are: Br[C:2]1[C:3]([N:22]2[CH2:26][CH2:25][CH2:24][CH2:23]2)=[N:4][CH:5]=[C:6]([CH:21]=1)[C:7]([NH:9][C:10]1[CH:15]=[CH:14][C:13]([O:16][C:17]([F:20])([F:19])[F:18])=[CH:12][CH:11]=1)=[O:8].[OH:27][CH2:28][C:29]1[N:34]=[CH:33][C:32](B(O)O)=[CH:31][CH:30]=1.